The task is: Predict the reaction yield, written as a fraction of the theoretical maximum amount of product (1.0 means a 100% yield; for example, 0.34 means a 34% yield).. This data is from Reaction yield outcomes from USPTO patents with 853,638 reactions. (1) The reactants are [N+:1]([C:4]1[CH:9]=[CH:8][C:7]([S:10]([CH3:17])(=[N:12][C:13](=[O:16])[CH2:14][CH3:15])=[O:11])=[CH:6][CH:5]=1)([O-])=O. The catalyst is C(O)C.[Pd]. The product is [NH2:1][C:4]1[CH:5]=[CH:6][C:7]([S:10]([CH3:17])(=[N:12][C:13](=[O:16])[CH2:14][CH3:15])=[O:11])=[CH:8][CH:9]=1. The yield is 0.770. (2) The reactants are C(N(CC)CC)C.[NH:8]1[C:16]2[C:11](=[CH:12][CH:13]=[CH:14][CH:15]=2)[C:10](=[O:17])[C:9]1=[O:18].[S:19]1[CH:23]=[CH:22][C:21](B(O)O)=[CH:20]1. The catalyst is C(Cl)Cl.C([O-])(=O)C.[Cu+2].C([O-])(=O)C. The product is [S:19]1[CH:23]=[CH:22][C:21]([N:8]2[C:16]3[C:11](=[CH:12][CH:13]=[CH:14][CH:15]=3)[C:10](=[O:17])[C:9]2=[O:18])=[CH:20]1. The yield is 0.500. (3) The yield is 0.850. The reactants are CON(C)[C:4](=[O:13])[CH2:5][CH2:6][C:7]1[CH:12]=[CH:11][CH:10]=[CH:9][N:8]=1.[Br-].[Cl-].[Na+]. The product is [N:8]1[CH:9]=[CH:10][CH:11]=[CH:12][C:7]=1[CH2:6][CH2:5][C:4](=[O:13])[CH2:7][CH2:6][CH:5]=[CH2:4]. The catalyst is O1CCCC1. (4) The product is [NH2:21][C:22]1[C:27]([C:28]#[N:29])=[CH:26][C:25]([CH3:30])=[C:24]([C:31]2[CH:36]=[CH:35][C:34]([O:37][CH2:38][C:39]3[N:3]=[N:2][N:1]([CH2:4][C:5]([C:13]4[CH:18]=[CH:17][C:16]([F:19])=[CH:15][C:14]=4[F:20])([OH:12])[CH2:6][N:7]4[CH:11]=[N:10][CH:9]=[N:8]4)[CH:40]=3)=[CH:33][CH:32]=2)[C:23]=1[C:41]#[N:42]. The catalyst is CN(C)C=O.O.S([O-])([O-])(=O)=O.[Cu+2]. The yield is 0.272. The reactants are [N:1]([CH2:4][C:5]([C:13]1[CH:18]=[CH:17][C:16]([F:19])=[CH:15][C:14]=1[F:20])([OH:12])[CH2:6][N:7]1[CH:11]=[N:10][CH:9]=[N:8]1)=[N+:2]=[N-:3].[NH2:21][C:22]1[C:27]([C:28]#[N:29])=[CH:26][C:25]([CH3:30])=[C:24]([C:31]2[CH:36]=[CH:35][C:34]([O:37][CH2:38][C:39]#[CH:40])=[CH:33][CH:32]=2)[C:23]=1[C:41]#[N:42].O=C1O[C@H]([C@H](CO)O)C([O-])=C1O.[Na+]. (5) The reactants are C([O:8][C:9]1[CH:10]=[CH:11][C:12]([N+:20]([O-])=O)=[C:13]([C:15](=[O:19])[C:16]([CH3:18])=[CH2:17])[CH:14]=1)C1C=CC=CC=1. The catalyst is C(O)C.[Pd]. The product is [NH2:20][C:12]1[CH:11]=[CH:10][C:9]([OH:8])=[CH:14][C:13]=1[C:15](=[O:19])[CH:16]([CH3:17])[CH3:18]. The yield is 0.630. (6) The reactants are [I:1][C:2]1[C:10]2[CH:9]=[N:8][CH:7]=[N:6][C:5]=2[NH:4][CH:3]=1.C(=O)([O-])[O-].[Cs+].[Cs+].I[CH:18]([CH3:20])[CH3:19].[Cl-].[NH4+]. The catalyst is CN(C=O)C. The product is [I:1][C:2]1[C:10]2[CH:9]=[N:8][CH:7]=[N:6][C:5]=2[N:4]([CH:18]([CH3:20])[CH3:19])[CH:3]=1. The yield is 0.770. (7) The reactants are [I-].[CH3:2][P+](C1C=CC=CC=1)(C1C=CC=CC=1)C1C=CC=CC=1.CC(C)([O-])C.[K+].[CH:28]1([C:31]2[C:32]([OH:43])=[C:33]([C:36]([CH3:42])=[C:37]([N+:39]([O-:41])=[O:40])[CH:38]=2)[CH:34]=O)[CH2:30][CH2:29]1.O. The catalyst is O1CCCC1. The product is [CH:28]1([C:31]2[C:32]([OH:43])=[C:33]([CH:34]=[CH2:2])[C:36]([CH3:42])=[C:37]([N+:39]([O-:41])=[O:40])[CH:38]=2)[CH2:30][CH2:29]1. The yield is 0.620. (8) The reactants are [N+:1]([C:4]1[CH:5]=[C:6]([CH:28]=[CH:29][CH:30]=1)[CH2:7][C:8]1[C:12]2[C:13](=[O:27])[N:14]([C:21]3[CH:26]=[CH:25][CH:24]=[CH:23][CH:22]=3)[C:15]3[N:16]=[CH:17][CH:18]=[CH:19][C:20]=3[C:11]=2[NH:10][N:9]=1)([O-])=O. The product is [NH2:1][C:4]1[CH:5]=[C:6]([CH:28]=[CH:29][CH:30]=1)[CH2:7][C:8]1[C:12]2[C:13](=[O:27])[N:14]([C:21]3[CH:26]=[CH:25][CH:24]=[CH:23][CH:22]=3)[C:15]3[N:16]=[CH:17][CH:18]=[CH:19][C:20]=3[C:11]=2[NH:10][N:9]=1. The catalyst is CN(C=O)C.CO.[C].[Pd]. The yield is 0.870. (9) The reactants are CC1C=CC(S(O[CH2:12][C@H:13]2[CH2:15][O:14]2)(=O)=O)=CC=1.C(=O)([O-])[O-].[K+].[K+].[Cl:22][C:23]1[CH:24]=[C:25]([CH:41]=[CH:42][C:43]=1[NH:44][C:45]([NH:47][CH:48]1[CH2:50][CH2:49]1)=[O:46])[O:26][C:27]1[C:36]2[C:31](=[CH:32][C:33]([OH:40])=[C:34]([C:37]([NH2:39])=[O:38])[CH:35]=2)[N:30]=[CH:29][CH:28]=1.[CH2:51]([NH:53][CH2:54][CH3:55])[CH3:52]. The catalyst is O.C(OCC)(=O)C.CN(C)C=O. The product is [Cl:22][C:23]1[CH:24]=[C:25]([CH:41]=[CH:42][C:43]=1[NH:44][C:45]([NH:47][CH:48]1[CH2:50][CH2:49]1)=[O:46])[O:26][C:27]1[C:36]2[C:31](=[CH:32][C:33]([O:40][CH2:15][C@H:13]([OH:14])[CH2:12][N:53]([CH2:54][CH3:55])[CH2:51][CH3:52])=[C:34]([C:37]([NH2:39])=[O:38])[CH:35]=2)[N:30]=[CH:29][CH:28]=1. The yield is 0.363. (10) The reactants are [Cl:1][C:2]1[CH:10]=[CH:9][C:8]([Cl:11])=[CH:7][C:3]=1[C:4]([OH:6])=O.[NH:12]1[CH2:17][CH2:16][CH2:15][CH2:14][C@H:13]1[C:18]([O:20][CH3:21])=[O:19].CN(C(ON1N=NC2C=CC=NC1=2)=[N+](C)C)C.F[P-](F)(F)(F)(F)F.CCN(C(C)C)C(C)C. The catalyst is CN(C=O)C. The product is [Cl:1][C:2]1[CH:10]=[CH:9][C:8]([Cl:11])=[CH:7][C:3]=1[C:4]([N:12]1[CH2:17][CH2:16][CH2:15][CH2:14][C@H:13]1[C:18]([O:20][CH3:21])=[O:19])=[O:6]. The yield is 0.880.